From a dataset of Reaction yield outcomes from USPTO patents with 853,638 reactions. Predict the reaction yield, written as a fraction of the theoretical maximum amount of product (1.0 means a 100% yield; for example, 0.34 means a 34% yield). (1) The reactants are FC(F)(F)C(O)=O.[C:8]1([CH:14]([C:44]2[CH:49]=[CH:48][CH:47]=[CH:46][CH:45]=2)[CH2:15][CH2:16][N:17]([C:31]([NH:33][C:34]2[CH:39]=[CH:38][CH:37]=[C:36]([C:40]([F:43])([F:42])[F:41])[CH:35]=2)=[O:32])[CH:18]2[CH2:23][CH2:22][N:21](C(OC(C)(C)C)=O)[CH2:20][CH2:19]2)[CH:13]=[CH:12][CH:11]=[CH:10][CH:9]=1. The catalyst is ClCCl. The product is [C:44]1([CH:14]([C:8]2[CH:13]=[CH:12][CH:11]=[CH:10][CH:9]=2)[CH2:15][CH2:16][N:17]([CH:18]2[CH2:19][CH2:20][NH:21][CH2:22][CH2:23]2)[C:31]([NH:33][C:34]2[CH:39]=[CH:38][CH:37]=[C:36]([C:40]([F:42])([F:41])[F:43])[CH:35]=2)=[O:32])[CH:49]=[CH:48][CH:47]=[CH:46][CH:45]=1. The yield is 0.980. (2) The reactants are I[C:2]1[CH:7]=[CH:6][C:5]([I:8])=[CH:4][CH:3]=1.C(N(CC)CC)C.[C:16]([C:18]1[CH:24]=[CH:23][C:21]([NH2:22])=[CH:20][CH:19]=1)#[CH:17]. The catalyst is Cl[Pd](Cl)([P](C1C=CC=CC=1)(C1C=CC=CC=1)C1C=CC=CC=1)[P](C1C=CC=CC=1)(C1C=CC=CC=1)C1C=CC=CC=1.[Cu]I.C1COCC1. The product is [I:8][C:5]1[CH:6]=[CH:7][C:2]([C:17]#[C:16][C:18]2[CH:24]=[CH:23][C:21]([NH2:22])=[CH:20][CH:19]=2)=[CH:3][CH:4]=1. The yield is 0.710. (3) The reactants are [Br:1]Br.[CH:3]1[C:11]2[C:10]3[CH:12]=[CH:13][CH:14]=[CH:15][C:9]=3[O:8][C:7]=2[CH:6]=[CH:5][CH:4]=1.O. The catalyst is C(O)(=O)C. The product is [Br:1][C:4]1[CH:5]=[CH:6][C:7]2[O:8][C:9]3[CH:15]=[CH:14][CH:13]=[CH:12][C:10]=3[C:11]=2[CH:3]=1. The yield is 0.130. (4) The reactants are [Br:1][C:2]1[C:3]([OH:17])=[C:4]2[C:9](=[CH:10][CH:11]=1)[NH:8][C:7](=[O:12])[CH:6]=[C:5]2[C:13]([F:16])([F:15])[F:14].[F-].[Cs+].[CH2:20](Br)[C:21]1[CH:26]=[CH:25][CH:24]=[CH:23][CH:22]=1.OS([O-])(=O)=O.[Na+]. The catalyst is CN(C=O)C. The product is [CH2:20]([O:17][C:3]1[C:2]([Br:1])=[CH:11][CH:10]=[C:9]2[C:4]=1[C:5]([C:13]([F:16])([F:15])[F:14])=[CH:6][C:7](=[O:12])[NH:8]2)[C:21]1[CH:26]=[CH:25][CH:24]=[CH:23][CH:22]=1. The yield is 0.600. (5) The reactants are [Br:1][C:2]1[CH:3]=[N:4][N:5]([C:10]2[CH:11]=[C:12]([CH:25]=[CH:26][CH:27]=2)[O:13][CH2:14][CH2:15][CH2:16][NH:17]C(=O)OC(C)(C)C)[C:6](=[O:9])[C:7]=1[Br:8].[ClH:28]. The catalyst is ClCCl.O1CCOCC1. The product is [ClH:28].[NH2:17][CH2:16][CH2:15][CH2:14][O:13][C:12]1[CH:11]=[C:10]([N:5]2[C:6](=[O:9])[C:7]([Br:8])=[C:2]([Br:1])[CH:3]=[N:4]2)[CH:27]=[CH:26][CH:25]=1. The yield is 0.940. (6) The reactants are [CH2:1]([O:3][C:4](=[O:17])[CH2:5][NH:6][CH2:7][CH2:8][NH:9][C:10]([O:12][C:13]([CH3:16])([CH3:15])[CH3:14])=[O:11])[CH3:2].[N:18]1([CH2:27][CH2:28][C:29](O)=[O:30])[CH:26]=[C:24]([CH3:25])[C:22](=[O:23])[NH:21][C:19]1=[O:20].C(Cl)Cl.C1CCC(N=C=NC2CCCCC2)CC1. The catalyst is CN(C=O)C. The product is [CH2:1]([O:3][C:4](=[O:17])[CH2:5][N:6]([CH2:7][CH2:8][NH:9][C:10]([O:12][C:13]([CH3:16])([CH3:15])[CH3:14])=[O:11])[C:29](=[O:30])[CH2:28][CH2:27][N:18]1[CH:26]=[C:24]([CH3:25])[C:22](=[O:23])[NH:21][C:19]1=[O:20])[CH3:2]. The yield is 0.590. (7) The reactants are S(Cl)(Cl)=O.[Br:5][C:6]1[CH:14]=[CH:13][C:9]([C:10]([OH:12])=[O:11])=[C:8]([Cl:15])[CH:7]=1.[CH3:16]O. No catalyst specified. The product is [Br:5][C:6]1[CH:14]=[CH:13][C:9]([C:10]([O:12][CH3:16])=[O:11])=[C:8]([Cl:15])[CH:7]=1. The yield is 0.820. (8) The reactants are [C:1]1([CH2:7][N:8]2[CH2:13][CH2:12][CH:11]([NH2:14])[CH2:10][CH2:9]2)[CH2:6][CH2:5][CH2:4][CH2:3][CH:2]=1.C(N(CC)CC)C.C1CN([P+](ON2N=NC3C=CC=CC2=3)(N2CCCC2)N2CCCC2)CC1.F[P-](F)(F)(F)(F)F.[C:55]([O:59][C:60](=[O:71])[CH2:61][C@@:62]1([C:68]([OH:70])=O)[C@H:66]([CH3:67])[CH2:65][NH:64][CH2:63]1)([CH3:58])([CH3:57])[CH3:56].Br[CH2:73][C:74]1[C:79]([C:80]([F:83])([F:82])[F:81])=[CH:78][CH:77]=[CH:76][C:75]=1[Cl:84].C(=O)([O-])[O-].[K+].[K+]. The catalyst is O.CN(C)C=O. The product is [Cl:84][C:75]1[CH:76]=[CH:77][CH:78]=[C:79]([C:80]([F:81])([F:82])[F:83])[C:74]=1[CH2:73][N:64]1[CH2:65][C@@H:66]([CH3:67])[C@@:62]([CH2:61][C:60]([O:59][C:55]([CH3:56])([CH3:57])[CH3:58])=[O:71])([C:68](=[O:70])[NH:14][CH:11]2[CH2:12][CH2:13][N:8]([CH2:7][C:1]3[CH2:6][CH2:5][CH2:4][CH2:3][CH:2]=3)[CH2:9][CH2:10]2)[CH2:63]1. The yield is 0.701. (9) The reactants are C(O[C:6]([N:8]1[CH2:13][CH2:12][N:11](C2C(=O)N(CC(C)C)N=C(C3C=CC(C)=C(F)C=3)C=2C)[CH2:10][CH2:9]1)=O)(C)(C)C.[Cl:34][C:35]1[CH:40]=[CH:39][CH:38]=[CH:37][C:36]=1[CH2:41][CH2:42][CH2:43][N:44]1[C:49](=[O:50])[C:48]([CH2:51]OS(C)(=O)=O)=[CH:47][C:46]([C:57]2[CH:62]=[CH:61][C:60]([O:63][CH3:64])=[C:59]([F:65])[CH:58]=2)=[N:45]1. No catalyst specified. The product is [Cl:34][C:35]1[CH:40]=[CH:39][CH:38]=[CH:37][C:36]=1[CH2:41][CH2:42][CH2:43][N:44]1[C:49](=[O:50])[C:48]([CH2:51][N:11]2[CH2:12][CH2:13][N:8]([CH3:6])[CH2:9][CH2:10]2)=[CH:47][C:46]([C:57]2[CH:62]=[CH:61][C:60]([O:63][CH3:64])=[C:59]([F:65])[CH:58]=2)=[N:45]1. The yield is 0.767.